From a dataset of CYP3A4 inhibition data for predicting drug metabolism from PubChem BioAssay. Regression/Classification. Given a drug SMILES string, predict its absorption, distribution, metabolism, or excretion properties. Task type varies by dataset: regression for continuous measurements (e.g., permeability, clearance, half-life) or binary classification for categorical outcomes (e.g., BBB penetration, CYP inhibition). Dataset: cyp3a4_veith. (1) The molecule is COc1cc(/C=C/C(=O)Nc2cc(C(F)(F)F)ccc2Cl)cc(OC)c1OC. The result is 0 (non-inhibitor). (2) The molecule is CC(C)(C)NCC[C@@H](O)c1cc(C(F)(F)F)nc2c(C(F)(F)F)cccc12.O=P(O)(O)O. The result is 0 (non-inhibitor). (3) The compound is Nc1nc(Br)c2ccccc2c1-c1ccc(F)cc1. The result is 1 (inhibitor). (4) The molecule is COc1cccc(/C(O)=C2/C(=O)C(=O)N(Cc3cccnc3)C2c2ccco2)c1. The result is 1 (inhibitor).